This data is from Forward reaction prediction with 1.9M reactions from USPTO patents (1976-2016). The task is: Predict the product of the given reaction. (1) Given the reactants Br[C:2]1[CH:3]=[C:4]2[C:9](=[CH:10][CH:11]=1)[N:8]=[CH:7][C:6]([C:12]([CH:14]1[CH2:16][CH2:15]1)=[O:13])=[C:5]2[NH:17][C:18]1[CH:23]=[CH:22][C:21]([CH2:24][CH2:25][N:26]([CH3:28])[CH3:27])=[CH:20][CH:19]=1.[Cl:29][C:30]1[CH:35]=[C:34](B2OC(C)(C)C(C)(C)O2)[CH:33]=[C:32]([Cl:45])[C:31]=1[OH:46], predict the reaction product. The product is: [ClH:29].[ClH:29].[CH:14]1([C:12]([C:6]2[CH:7]=[N:8][C:9]3[C:4]([C:5]=2[NH:17][C:18]2[CH:19]=[CH:20][C:21]([CH2:24][CH2:25][N:26]([CH3:28])[CH3:27])=[CH:22][CH:23]=2)=[CH:3][C:2]([C:34]2[CH:35]=[C:30]([Cl:29])[C:31]([OH:46])=[C:32]([Cl:45])[CH:33]=2)=[CH:11][CH:10]=3)=[O:13])[CH2:16][CH2:15]1. (2) Given the reactants [Cl:1][C:2]1[N:7]=[N:6][C:5]([O:8][CH2:9][CH:10]2[CH2:15][CH2:14][N:13](C(OC(C)(C)C)=O)[CH2:12][CH2:11]2)=[CH:4][CH:3]=1.Cl.O1CCOCC1, predict the reaction product. The product is: [Cl:1][C:2]1[N:7]=[N:6][C:5]([O:8][CH2:9][CH:10]2[CH2:15][CH2:14][NH:13][CH2:12][CH2:11]2)=[CH:4][CH:3]=1.